Dataset: Reaction yield outcomes from USPTO patents with 853,638 reactions. Task: Predict the reaction yield, written as a fraction of the theoretical maximum amount of product (1.0 means a 100% yield; for example, 0.34 means a 34% yield). (1) The reactants are [CH3:1][S:2]([C:4]1[CH:9]=[CH:8][CH:7]=[CH:6][C:5]=1[N:10]1[CH:15]=[CH:14][C:13](=[O:16])[C:12]([C:17]2[N:21]([C:22]3[CH:27]=[CH:26][CH:25]=[CH:24][CH:23]=3)[N:20]=[CH:19][CH:18]=2)=[N:11]1)=[O:3].[OH:28]O. The catalyst is C(O)(=O)C. The product is [CH3:1][S:2]([C:4]1[CH:9]=[CH:8][CH:7]=[CH:6][C:5]=1[N:10]1[CH:15]=[CH:14][C:13](=[O:16])[C:12]([C:17]2[N:21]([C:22]3[CH:27]=[CH:26][CH:25]=[CH:24][CH:23]=3)[N:20]=[CH:19][CH:18]=2)=[N:11]1)(=[O:28])=[O:3]. The yield is 0.0600. (2) The reactants are [O:1]1[C:5]2[CH:6]=[CH:7][C:8]([N:10](C(OCC(Cl)(Cl)Cl)=O)[NH:11][C:12](OCC(Cl)(Cl)Cl)=O)=[CH:9][C:4]=2[CH2:3][CH2:2]1.CO.[C:30]([O-:33])(=O)[CH3:31].[NH4+].[C:35](OCC)(=O)CC(C)=O. The catalyst is C(O)C.[Zn]. The product is [O:1]1[C:5]2[CH:6]=[CH:7][C:8]([N:10]3[C:30](=[O:33])[CH2:31][C:12]([CH3:35])=[N:11]3)=[CH:9][C:4]=2[CH2:3][CH2:2]1. The yield is 0.565. (3) The reactants are [N+:1]([C:4]1[CH:5]=[C:6]2[C:11](=[CH:12][CH:13]=1)[CH2:10][CH2:9][CH2:8][CH2:7]2)([O-])=O.[N+](C1C=CC=C2C=1CCCC2)([O-])=O.[H][H]. The catalyst is CO.[Pd]. The product is [CH:5]1[C:6]2[CH2:7][CH2:8][CH2:9][CH2:10][C:11]=2[CH:12]=[CH:13][C:4]=1[NH2:1]. The yield is 0.400.